From a dataset of NCI-60 drug combinations with 297,098 pairs across 59 cell lines. Regression. Given two drug SMILES strings and cell line genomic features, predict the synergy score measuring deviation from expected non-interaction effect. Synergy scores: CSS=37.4, Synergy_ZIP=5.63, Synergy_Bliss=6.10, Synergy_Loewe=1.23, Synergy_HSA=9.18. Cell line: MCF7. Drug 2: C1C(C(OC1N2C=C(C(=O)NC2=O)F)CO)O. Drug 1: CN1CCC(CC1)COC2=C(C=C3C(=C2)N=CN=C3NC4=C(C=C(C=C4)Br)F)OC.